From a dataset of Forward reaction prediction with 1.9M reactions from USPTO patents (1976-2016). Predict the product of the given reaction. (1) The product is: [N:15]1[CH:16]=[CH:17][N:18]2[CH:23]=[CH:22][C:21]([CH2:24][OH:25])=[N:20][C:19]=12. Given the reactants C(O[BH-](OC(=O)C)OC(=O)C)(=O)C.[Na+].[N:15]1[CH:16]=[CH:17][N:18]2[CH:23]=[CH:22][C:21]([CH:24]=[O:25])=[N:20][C:19]=12, predict the reaction product. (2) Given the reactants [NH2:1][C:2]1[S:3][C:4]([C:17]2[CH:22]=[CH:21][CH:20]=[C:19]([F:23])[CH:18]=2)=[C:5]([C:7]([N:9]2[CH2:14][C@H:13]3[C@H:11]([CH2:12]3)[C@H:10]2[CH2:15][NH2:16])=[O:8])[N:6]=1.[N:24]1[C:33]2[C:28](=[CH:29][CH:30]=[CH:31][C:32]=2[C:34](O)=[O:35])[CH:27]=[CH:26][CH:25]=1, predict the reaction product. The product is: [NH2:1][C:2]1[S:3][C:4]([C:17]2[CH:22]=[CH:21][CH:20]=[C:19]([F:23])[CH:18]=2)=[C:5]([C:7]([N:9]2[CH2:14][C@H:13]3[C@H:11]([CH2:12]3)[C@H:10]2[CH2:15][NH:16][C:34]([C:32]2[CH:31]=[CH:30][CH:29]=[C:28]3[C:33]=2[N:24]=[CH:25][CH:26]=[CH:27]3)=[O:35])=[O:8])[N:6]=1. (3) Given the reactants Cl[C:2]1[CH:7]=[CH:6][C:5]([N+:8]([O-:10])=[O:9])=[CH:4][N:3]=1.Cl.[CH3:12][O:13][C@H:14]1[CH2:18][CH2:17][NH:16][CH2:15]1.C(=O)([O-])[O-].[K+].[K+], predict the reaction product. The product is: [CH3:12][O:13][C@H:14]1[CH2:18][CH2:17][N:16]([C:2]2[CH:7]=[CH:6][C:5]([N+:8]([O-:10])=[O:9])=[CH:4][N:3]=2)[CH2:15]1. (4) Given the reactants [O:1]1[CH2:5][CH2:4][O:3][CH:2]1[C:6]1[S:10][C:9]([C:11]2[CH:12]=[C:13]3[C:17](=[CH:18][CH:19]=2)[C:16](=[O:20])[NH:15][CH2:14]3)=[CH:8][CH:7]=1.[H-].[Na+].[CH2:23](I)[CH2:24][CH2:25][CH3:26], predict the reaction product. The product is: [O:3]1[CH2:4][CH2:5][O:1][CH:2]1[C:6]1[S:10][C:9]([C:11]2[CH:12]=[C:13]3[C:17](=[CH:18][CH:19]=2)[C:16](=[O:20])[N:15]([CH2:23][CH2:24][CH2:25][CH3:26])[CH2:14]3)=[CH:8][CH:7]=1.